This data is from Full USPTO retrosynthesis dataset with 1.9M reactions from patents (1976-2016). The task is: Predict the reactants needed to synthesize the given product. (1) Given the product [C:1]([O:5][C:6](=[O:17])[CH2:7][O:8][C:9]1[CH:14]=[CH:13][CH:12]=[CH:11][C:10]=1[I:18])([CH3:4])([CH3:3])[CH3:2], predict the reactants needed to synthesize it. The reactants are: [C:1]([O:5][C:6](=[O:17])[CH2:7][O:8][C:9]1[CH:14]=[CH:13][C:12](Cl)=[CH:11][C:10]=1Br)([CH3:4])([CH3:3])[CH3:2].[I:18]C1C=CC=CC=1O.BrCC(OC(C)(C)C)=O. (2) Given the product [O:30]=[C:26]1[CH2:25][C:24]2[C:28](=[CH:29][C:21]([C:19]([C:18]3[CH:17]=[C:16]([NH:15][C:8]([C:5]4[CH:4]=[N:3][N:2]([CH3:1])[C:6]=4[CH3:7])=[O:10])[CH:33]=[CH:32][CH:31]=3)=[O:20])=[CH:22][CH:23]=2)[NH:27]1, predict the reactants needed to synthesize it. The reactants are: [CH3:1][N:2]1[C:6]([CH3:7])=[C:5]([C:8]([OH:10])=O)[CH:4]=[N:3]1.S(Cl)(Cl)=O.[NH2:15][C:16]1[CH:17]=[C:18]([CH:31]=[CH:32][CH:33]=1)[C:19]([C:21]1[CH:29]=[C:28]2[C:24]([CH2:25][C:26](=[O:30])[NH:27]2)=[CH:23][CH:22]=1)=[O:20]. (3) Given the product [CH3:1][C:2]1([CH3:16])[CH2:8][CH2:7][CH2:6][N:5]([C:17](=[O:19])[CH3:18])[C:4]2[CH:9]=[C:10]([N+:13]([O-:15])=[O:14])[CH:11]=[CH:12][C:3]1=2, predict the reactants needed to synthesize it. The reactants are: [CH3:1][C:2]1([CH3:16])[CH2:8][CH2:7][CH2:6][NH:5][C:4]2[CH:9]=[C:10]([N+:13]([O-:15])=[O:14])[CH:11]=[CH:12][C:3]1=2.[C:17](OC(=O)C)(=[O:19])[CH3:18]. (4) Given the product [C:1]([O:9][C@H:10]1[C@H:19]([O:20][C:21](=[O:28])[C:22]2[CH:27]=[CH:26][CH:25]=[CH:24][CH:23]=2)[C@H:18]([O:29][C:30](=[O:37])[C:31]2[CH:36]=[CH:35][CH:34]=[CH:33][CH:32]=2)[C@H:17]([CH3:38])[O:16][C@H:11]1[O:12][CH2:13][CH:14]=[O:43])(=[O:8])[C:2]1[CH:7]=[CH:6][CH:5]=[CH:4][CH:3]=1, predict the reactants needed to synthesize it. The reactants are: [C:1]([O:9][C@H:10]1[C@H:19]([O:20][C:21](=[O:28])[C:22]2[CH:27]=[CH:26][CH:25]=[CH:24][CH:23]=2)[C@H:18]([O:29][C:30](=[O:37])[C:31]2[CH:36]=[CH:35][CH:34]=[CH:33][CH:32]=2)[C@H:17]([CH3:38])[O:16][C@H:11]1[O:12][CH2:13][CH:14]=C)(=[O:8])[C:2]1[CH:7]=[CH:6][CH:5]=[CH:4][CH:3]=1.C[N+]1([O-])CC[O:43]CC1. (5) Given the product [NH2:3][C:4]1[N:9]([CH2:10][C:11]2[CH:16]=[CH:15][CH:14]=[CH:13][CH:12]=2)[C:8](=[O:17])[NH:7][C:6](=[O:18])[C:5]=1[Br:1], predict the reactants needed to synthesize it. The reactants are: [Br:1]Br.[NH2:3][C:4]1[N:9]([CH2:10][C:11]2[CH:16]=[CH:15][CH:14]=[CH:13][CH:12]=2)[C:8](=[O:17])[NH:7][C:6](=[O:18])[CH:5]=1.C([O-])(=O)C.[Na+].